From a dataset of Forward reaction prediction with 1.9M reactions from USPTO patents (1976-2016). Predict the product of the given reaction. (1) Given the reactants C([Sn](CCCC)(CCCC)[C:6]1[S:7][C:8]2[CH:14]=[CH:13][CH:12]=[CH:11][C:9]=2[N:10]=1)CCC.I[C:24]1[C:25]([NH:38][C@@H:39]2[CH2:44][CH2:43][CH2:42][N:41]([C:45]([O:47][C:48]([CH3:51])([CH3:50])[CH3:49])=[O:46])[CH2:40]2)=[N:26][C:27]([N:32]2[CH2:37][CH2:36][O:35][CH2:34][CH2:33]2)=[N:28][C:29]=1[O:30][CH3:31].CCN(CC)CC, predict the reaction product. The product is: [S:7]1[C:8]2[CH:14]=[CH:13][CH:12]=[CH:11][C:9]=2[N:10]=[C:6]1[C:24]1[C:25]([NH:38][C@@H:39]2[CH2:44][CH2:43][CH2:42][N:41]([C:45]([O:47][C:48]([CH3:51])([CH3:50])[CH3:49])=[O:46])[CH2:40]2)=[N:26][C:27]([N:32]2[CH2:33][CH2:34][O:35][CH2:36][CH2:37]2)=[N:28][C:29]=1[O:30][CH3:31]. (2) Given the reactants [NH2:1][CH2:2][CH:3]([OH:12])[CH2:4][CH2:5][C:6]1[CH:11]=[CH:10][CH:9]=[CH:8][CH:7]=1.[CH3:13][C:14]([O:17][C:18](O[C:18]([O:17][C:14]([CH3:16])([CH3:15])[CH3:13])=[O:19])=[O:19])([CH3:16])[CH3:15], predict the reaction product. The product is: [OH:12][CH:3]([CH2:4][CH2:5][C:6]1[CH:7]=[CH:8][CH:9]=[CH:10][CH:11]=1)[CH2:2][NH:1][C:18](=[O:19])[O:17][C:14]([CH3:16])([CH3:15])[CH3:13]. (3) The product is: [C:1]([C:5]1[CH:6]=[CH:7][C:8]([NH:9][C:10]2[C:19]3[C:14](=[CH:15][CH:16]=[CH:17][CH:18]=3)[C:13]([CH2:20][C:21]3[CH:22]=[N:23][C:24]([OH:30])=[C:25]([NH:27][CH2:28][CH3:29])[CH:26]=3)=[N:12][N:11]=2)=[CH:32][CH:33]=1)([CH3:2])([CH3:3])[CH3:4]. Given the reactants [C:1]([C:5]1[CH:33]=[CH:32][C:8]([NH:9][C:10]2[C:19]3[C:14](=[CH:15][CH:16]=[CH:17][CH:18]=3)[C:13]([CH2:20][C:21]3[CH:22]=[N:23][C:24]([O:30]C)=[C:25]([NH:27][CH2:28][CH3:29])[CH:26]=3)=[N:12][N:11]=2)=[CH:7][CH:6]=1)([CH3:4])([CH3:3])[CH3:2].[Si](I)(C)(C)C, predict the reaction product. (4) The product is: [Br-:10].[C:12]([CH2:11][N:3]1[C:2]([Cl:1])=[C:6]([Cl:7])[N+:5]([CH2:16][CH2:17][C:18]2[C:27]3[C:22](=[CH:23][CH:24]=[CH:25][CH:26]=3)[CH:21]=[CH:20][CH:19]=2)=[CH:4]1)([OH:14])=[O:13]. Given the reactants [Cl:1][C:2]1[N:3]=[CH:4][NH:5][C:6]=1[Cl:7].[OH-].[K+].[Br:10][CH2:11][C:12]([OH:14])=[O:13].Br[CH2:16][CH2:17][C:18]1[C:27]2[C:22](=[CH:23][CH:24]=[CH:25][CH:26]=2)[CH:21]=[CH:20][CH:19]=1.Br, predict the reaction product. (5) The product is: [C:1]([NH:4][C:5]1[CH:6]=[C:7]2[C:11](=[CH:12][CH:13]=1)[C:10](=[O:14])[CH:9]([CH2:17][CH2:18][CH2:19][CH3:20])[CH2:8]2)(=[O:3])[CH3:2]. Given the reactants [C:1]([NH:4][C:5]1[CH:6]=[C:7]2[C:11](=[CH:12][CH:13]=1)[C:10](=[O:14])[CH2:9][CH2:8]2)(=[O:3])[CH3:2].[OH-].[K+].[CH:17](=O)[CH2:18][CH2:19][CH3:20], predict the reaction product.